Dataset: Forward reaction prediction with 1.9M reactions from USPTO patents (1976-2016). Task: Predict the product of the given reaction. (1) Given the reactants [C:1]([C:3]1[C:8]2[S:9][CH:10]=[CH:11][C:7]=2[C:6]([NH:12][C@H:13]([C@H:26]([OH:28])[CH3:27])[C:14]([NH:16][NH:17][C:18](=O)[C:19]2[CH:24]=[CH:23][CH:22]=[CH:21][CH:20]=2)=[O:15])=[CH:5][CH:4]=1)#[N:2].CCN(P1(N(C)CCCN1C)=NC(C)(C)C)CC.CO, predict the reaction product. The product is: [OH:28][C@H:26]([CH3:27])[C@@H:13]([NH:12][C:6]1[C:7]2[CH:11]=[CH:10][S:9][C:8]=2[C:3]([C:1]#[N:2])=[CH:4][CH:5]=1)[C:14]1[O:15][C:18]([C:19]2[CH:20]=[CH:21][CH:22]=[CH:23][CH:24]=2)=[N:17][N:16]=1. (2) Given the reactants [Br:1][C:2]1[CH:10]=[CH:9][C:5]([C:6](O)=[O:7])=[CH:4][CH:3]=1.Cl.[CH3:12][NH:13][O:14][CH3:15].CCN(CC)CC.CCN=C=NCCCN(C)C, predict the reaction product. The product is: [Br:1][C:2]1[CH:10]=[CH:9][C:5]([C:6]([N:13]([O:14][CH3:15])[CH3:12])=[O:7])=[CH:4][CH:3]=1. (3) Given the reactants [CH3:1][O:2][C:3]1[CH:4]=[C:5]2[C:9](=[CH:10][CH:11]=1)[NH:8][C:7](=[O:12])[CH2:6]2.[Li+].C[Si]([N-][Si](C)(C)C)(C)C.C1COCC1.[N:28]1([CH2:34][CH2:35][O:36][C:37]2[CH:38]=[C:39]3[C:43](=[CH:44][CH:45]=2)[C:42](=O)[O:41][CH2:40]3)[CH2:33][CH2:32][O:31][CH2:30][CH2:29]1.Cl.[OH-].[Na+], predict the reaction product. The product is: [CH3:1][O:2][C:3]1[CH:4]=[C:5]2[C:9](=[CH:10][CH:11]=1)[NH:8][C:7](=[O:12])[C:6]2=[C:42]1[C:43]2[C:39](=[CH:38][C:37]([O:36][CH2:35][CH2:34][N:28]3[CH2:33][CH2:32][O:31][CH2:30][CH2:29]3)=[CH:45][CH:44]=2)[CH2:40][O:41]1. (4) Given the reactants [CH:1]1[C:13]2[CH:12]([CH2:14][O:15][C:16]([N:18]3[CH2:23][C@H:22]([NH:24][S:25]([C:28]4[CH:33]=[CH:32][C:31]([O:34][CH3:35])=[C:30]([O:36][CH3:37])[CH:29]=4)(=[O:27])=[O:26])[CH2:21][C@H:20]([C:38](=[O:67])[NH:39][CH2:40][C:41]4([CH2:55][CH2:56][CH2:57][CH2:58][O:59][Si](C(C)(C)C)(C)C)[C:54]5[CH:53]=[CH:52][CH:51]=[CH:50][C:49]=5[O:48][C:47]5[C:42]4=[CH:43][CH:44]=[CH:45][CH:46]=5)[CH2:19]3)=[O:17])[C:11]3[C:6](=[CH:7][CH:8]=[CH:9][CH:10]=3)[C:5]=2[CH:4]=[CH:3][CH:2]=1.Cl.C([O-])(O)=O.[Na+], predict the reaction product. The product is: [CH:10]1[C:11]2[CH:12]([CH2:14][O:15][C:16]([N:18]3[CH2:19][C@@H:20]([C:38](=[O:67])[NH:39][CH2:40][C:41]4([CH2:55][CH2:56][CH2:57][CH2:58][OH:59])[C:54]5[CH:53]=[CH:52][CH:51]=[CH:50][C:49]=5[O:48][C:47]5[C:42]4=[CH:43][CH:44]=[CH:45][CH:46]=5)[CH2:21][C@@H:22]([NH:24][S:25]([C:28]4[CH:33]=[CH:32][C:31]([O:34][CH3:35])=[C:30]([O:36][CH3:37])[CH:29]=4)(=[O:27])=[O:26])[CH2:23]3)=[O:17])[C:13]3[C:5](=[CH:4][CH:3]=[CH:2][CH:1]=3)[C:6]=2[CH:7]=[CH:8][CH:9]=1.